Dataset: Catalyst prediction with 721,799 reactions and 888 catalyst types from USPTO. Task: Predict which catalyst facilitates the given reaction. Reactant: C(C(CCCC)CO[C:6](=O)[CH2:7][CH2:8][S:9][C:10]1[CH:11]=[C:12]2[C:17](=[CH:18][CH:19]=1)[N:16]1[CH:20]=[CH:21][N:22]=[C:15]1[CH:14]=[CH:13]2)C.FC1[N:34]=[C:33]([C:35]2([C:41]#[N:42])[CH2:40][CH2:39][O:38][CH2:37][CH2:36]2)[CH:32]=CC=1.CC(C)([O-])C.[K+]. Product: [CH:20]1[N:16]2[C:17]3[C:12]([CH:13]=[CH:14][C:15]2=[N:22][CH:21]=1)=[CH:11][C:10]([S:9][C:8]1[N:34]=[C:33]([C:35]2([C:41]#[N:42])[CH2:40][CH2:39][O:38][CH2:37][CH2:36]2)[CH:32]=[CH:6][CH:7]=1)=[CH:19][CH:18]=3. The catalyst class is: 3.